This data is from Forward reaction prediction with 1.9M reactions from USPTO patents (1976-2016). The task is: Predict the product of the given reaction. (1) Given the reactants [C:1]([CH2:4][C:5](=[O:7])[CH3:6])(=O)[CH3:2].[CH2:8]([N:10]([CH2:13][C:14]1[CH:15]=[C:16]([CH:18]=[CH:19][CH:20]=1)[NH2:17])[CH2:11][CH3:12])[CH3:9].C1(C)C=CC(S(O)(=O)=O)=CC=1.C(O)(=O)C, predict the reaction product. The product is: [CH2:8]([N:10]([CH2:13][C:14]1[CH:15]=[C:16]([NH:17][C:1]([CH3:2])=[CH:4][C:5](=[O:7])[CH3:6])[CH:18]=[CH:19][CH:20]=1)[CH2:11][CH3:12])[CH3:9]. (2) Given the reactants [CH3:1][O:2][C:3]1[CH:8]=[C:7]([N+:9]([O-])=O)[CH:6]=[CH:5][C:4]=1[OH:12], predict the reaction product. The product is: [NH2:9][C:7]1[CH:6]=[CH:5][C:4]([OH:12])=[C:3]([O:2][CH3:1])[CH:8]=1. (3) Given the reactants [CH:1]([C:4]1[CH:9]=[CH:8][C:7]([O:10][CH3:11])=[CH:6][CH:5]=1)([CH3:3])[CH3:2].ClC[CH2:14][C:15](Cl)=[O:16].[Al+3].[Cl-].[Cl-].[Cl-].Cl, predict the reaction product. The product is: [CH:1]([C:4]1[CH:5]=[C:6]2[C:7](=[CH:8][CH:9]=1)[O:10][CH2:11][CH2:14][C:15]2=[O:16])([CH3:3])[CH3:2]. (4) Given the reactants [F:1][C:2]([Si](C)(C)C)([F:4])[F:3].[F-].[Cs+].[Br:11][C:12]1[CH:13]=[C:14]2[C:18](=[CH:19][CH:20]=1)[CH2:17][C:16](=[O:21])[CH2:15]2.[F-].C([N+](CCCC)(CCCC)CCCC)CCC, predict the reaction product. The product is: [Br:11][C:12]1[CH:13]=[C:14]2[C:18](=[CH:19][CH:20]=1)[CH2:17][C@@:16]([C:2]([F:4])([F:3])[F:1])([OH:21])[CH2:15]2. (5) Given the reactants [N:1]1([C:7]2[C:8]3[S:15][C:14]([C:16]4[CH2:17][C:18]([CH3:25])([CH3:24])[NH:19][C:20]([CH3:23])([CH3:22])[CH:21]=4)=[CH:13][C:9]=3[N:10]=[CH:11][N:12]=2)[CH2:6][CH2:5][NH:4][CH2:3][CH2:2]1.[Cl:26][C:27]1[CH:28]=[C:29]([C@@H:33]([NH:35][C:36](=O)[O:37]C2C=CC([N+]([O-])=O)=CC=2)[CH3:34])[CH:30]=[CH:31][CH:32]=1.C(N(CC)C(C)C)(C)C, predict the reaction product. The product is: [Cl:26][C:27]1[CH:28]=[C:29]([C@@H:33]([NH:35][C:36]([N:4]2[CH2:3][CH2:2][N:1]([C:7]3[C:8]4[S:15][C:14]([C:16]5[CH2:17][C:18]([CH3:25])([CH3:24])[NH:19][C:20]([CH3:23])([CH3:22])[CH:21]=5)=[CH:13][C:9]=4[N:10]=[CH:11][N:12]=3)[CH2:6][CH2:5]2)=[O:37])[CH3:34])[CH:30]=[CH:31][CH:32]=1.